This data is from Reaction yield outcomes from USPTO patents with 853,638 reactions. The task is: Predict the reaction yield, written as a fraction of the theoretical maximum amount of product (1.0 means a 100% yield; for example, 0.34 means a 34% yield). (1) The yield is 0.380. The reactants are F[C:2]1[CH:24]=[CH:23][C:5]([CH2:6][N:7]2CCN(C3C=C(C=CN=3)C(OC)=O)C2=O)=[CH:4][CH:3]=1.[CH:25]1([CH2:28][N:29]2[C:33](=[O:34])[N:32]([C:35]3[CH:36]=[C:37]([CH:42]=[CH:43][N:44]=3)[C:38]([O:40]C)=O)[CH:31]=[N:30]2)[CH2:27][CH2:26]1.C(N)C1C=CC=CC=1. No catalyst specified. The product is [CH2:6]([NH:7][C:38](=[O:40])[C:37]1[CH:42]=[CH:43][N:44]=[C:35]([N:32]2[C:33](=[O:34])[N:29]([CH2:28][CH:25]3[CH2:26][CH2:27]3)[N:30]=[CH:31]2)[CH:36]=1)[C:5]1[CH:23]=[CH:24][CH:2]=[CH:3][CH:4]=1. (2) The reactants are [OH:1][C:2]1[CH:10]=[CH:9][C:8]([N+:11]([O-:13])=[O:12])=[CH:7][C:3]=1[C:4]([OH:6])=[O:5].S(=O)(=O)(O)O.C(=O)(O)[O-].[Na+].O.[CH2:25](O)[CH3:26]. No catalyst specified. The product is [OH:1][C:2]1[CH:10]=[CH:9][C:8]([N+:11]([O-:13])=[O:12])=[CH:7][C:3]=1[C:4]([O:6][CH2:25][CH3:26])=[O:5]. The yield is 0.820. (3) The reactants are Cl.[F:2][C:3]1[CH:16]=[CH:15][C:6]([C:7]([CH:9]2[CH2:14][CH2:13][NH:12][CH2:11][CH2:10]2)=[O:8])=[CH:5][CH:4]=1.[C:17](O[C:17]([O:19][C:20]([CH3:23])([CH3:22])[CH3:21])=[O:18])([O:19][C:20]([CH3:23])([CH3:22])[CH3:21])=[O:18].C([O-])([O-])=O.[Na+].[Na+]. The catalyst is O.C1COCC1. The product is [F:2][C:3]1[CH:4]=[CH:5][C:6]([C:7]([CH:9]2[CH2:14][CH2:13][N:12]([C:17]([O:19][C:20]([CH3:23])([CH3:22])[CH3:21])=[O:18])[CH2:11][CH2:10]2)=[O:8])=[CH:15][CH:16]=1. The yield is 0.740. (4) The reactants are Br.[Br:2][CH2:3][CH2:4][CH2:5][NH2:6].[CH2:7]([O:14][C:15](ON1C(=O)CCC1=O)=[O:16])[C:8]1[CH:13]=[CH:12][CH:11]=[CH:10][CH:9]=1. The catalyst is C(Cl)Cl. The product is [CH2:7]([O:14][C:15]([NH:6][CH2:5][CH2:4][CH2:3][Br:2])=[O:16])[C:8]1[CH:13]=[CH:12][CH:11]=[CH:10][CH:9]=1. The yield is 0.920. (5) The reactants are [NH2:1][CH2:2][C:3]1[CH:4]=[C:5]([CH:7]=[CH:8][C:9]=1[S:10]([CH2:13][CH3:14])(=[O:12])=[O:11])[NH2:6].[C:15](=O)([O:24]N1C(=O)CCC1=O)[O:16][CH2:17][C:18]1[CH:23]=[CH:22][CH:21]=[CH:20][CH:19]=1. The catalyst is CN(C=O)C.C(Cl)Cl. The product is [NH2:6][C:5]1[CH:7]=[CH:8][C:9]([S:10]([CH2:13][CH3:14])(=[O:12])=[O:11])=[C:3]([CH:4]=1)[CH2:2][NH:1][C:15](=[O:24])[O:16][CH2:17][C:18]1[CH:23]=[CH:22][CH:21]=[CH:20][CH:19]=1. The yield is 0.590. (6) The reactants are [Cl:1][C:2]1[CH:28]=[CH:27][C:5]2[NH:6][C:7]3[N:8]=[CH:9][CH:10]=[CH:11][C:12]=3[C:13]([CH:18](OC(C)C)[O:19][CH:20]([CH3:22])[CH3:21])([C:14]([F:17])([F:16])[CH3:15])[C:4]=2[CH:3]=1.FC(F)(F)C(O)=O.C([SiH](CC)CC)C. The catalyst is C(Cl)Cl. The product is [Cl:1][C:2]1[CH:28]=[CH:27][C:5]2[NH:6][C:7]3[N:8]=[CH:9][CH:10]=[CH:11][C:12]=3[C:13]([CH2:18][O:19][CH:20]([CH3:21])[CH3:22])([C:14]([F:16])([F:17])[CH3:15])[C:4]=2[CH:3]=1. The yield is 0.800. (7) The reactants are [H-].[Na+].[I:3][C:4]1[CH:5]=[C:6]2[C:10](=[CH:11][CH:12]=1)[NH:9][N:8]=[CH:7]2.[CH:13]([Si:16](Cl)([CH:20]([CH3:22])[CH3:21])[CH:17]([CH3:19])[CH3:18])([CH3:15])[CH3:14]. The catalyst is CN(C)C=O.C(OCC)(=O)C.O. The product is [I:3][C:4]1[CH:5]=[C:6]2[C:10](=[CH:11][CH:12]=1)[N:9]([Si:16]([CH:20]([CH3:22])[CH3:21])([CH:17]([CH3:19])[CH3:18])[CH:13]([CH3:15])[CH3:14])[N:8]=[CH:7]2. The yield is 0.680. (8) The reactants are Cl[C:2]1[N:11]=[C:10]([N:12]2[CH2:17][CH2:16][O:15][CH2:14][CH2:13]2)[C:9]2[C:4](=[CH:5][C:6]([C:18]3[O:19][C:20]([CH3:23])=[CH:21][CH:22]=3)=[CH:7][CH:8]=2)[N:3]=1.[CH3:24][N:25]([CH3:53])[C:26](=[O:52])[C:27]1[CH:32]=[CH:31][C:30]([NH:33][C:34]([NH:36][C:37]2[CH:42]=[CH:41][C:40](B3OC(C)(C)C(C)(C)O3)=[CH:39][CH:38]=2)=[O:35])=[CH:29][CH:28]=1.C(=O)([O-])[O-].[Na+].[Na+].C1(C)C=CC=CC=1. The catalyst is O.CCO. The product is [CH3:24][N:25]([CH3:53])[C:26](=[O:52])[C:27]1[CH:32]=[CH:31][C:30]([NH:33][C:34]([NH:36][C:37]2[CH:38]=[CH:39][C:40]([C:2]3[N:11]=[C:10]([N:12]4[CH2:17][CH2:16][O:15][CH2:14][CH2:13]4)[C:9]4[C:4](=[CH:5][C:6]([C:18]5[O:19][C:20]([CH3:23])=[CH:21][CH:22]=5)=[CH:7][CH:8]=4)[N:3]=3)=[CH:41][CH:42]=2)=[O:35])=[CH:29][CH:28]=1. The yield is 0.270.